The task is: Predict the product of the given reaction.. This data is from Forward reaction prediction with 1.9M reactions from USPTO patents (1976-2016). Given the reactants Cl[C:2]1[C:11]2[C:6](=[CH:7][C:8](F)=[C:9](I)[CH:10]=2)[N:5]=[CH:4][N:3]=1.[N:14]1[C:22]2[C:17](=[N:18][CH:19]=[CH:20][CH:21]=2)[S:16][C:15]=1[NH2:23].[SH:24][C:25]1[N:29]([CH3:30])[CH:28]=[N:27][N:26]=1, predict the reaction product. The product is: [CH3:30][N:29]1[CH:28]=[N:27][N:26]=[C:25]1[S:24][C:9]1[CH:10]=[C:11]2[C:6](=[CH:7][CH:8]=1)[N:5]=[CH:4][N:3]=[C:2]2[NH:23][C:15]1[S:16][C:17]2[C:22]([N:14]=1)=[CH:21][CH:20]=[CH:19][N:18]=2.